This data is from Catalyst prediction with 721,799 reactions and 888 catalyst types from USPTO. The task is: Predict which catalyst facilitates the given reaction. (1) Reactant: [C:1]([C:4]1[CH:5]=[C:6]([Cl:12])[C:7]([S:10][CH3:11])=[N:8][CH:9]=1)(=[O:3])[CH3:2].[BH4-].[Na+].Cl. Product: [Cl:12][C:6]1[C:7]([S:10][CH3:11])=[N:8][CH:9]=[C:4]([CH:1]([OH:3])[CH3:2])[CH:5]=1. The catalyst class is: 40. (2) Reactant: Cl.[CH3:2][C:3]1[CH:4]=[C:5]([CH:25]=[C:26]([CH3:28])[CH:27]=1)[CH2:6][C:7]1[C:12]([CH2:13][CH3:14])=[C:11]([CH3:15])[N:10]=[C:9]([O:16]C)[C:8]=1[NH:18]C(=O)C(C)(C)C.[NH4+]. Product: [NH2:18][C:8]1[C:9](=[O:16])[NH:10][C:11]([CH3:15])=[C:12]([CH2:13][CH3:14])[C:7]=1[CH2:6][C:5]1[CH:4]=[C:3]([CH3:2])[CH:27]=[C:26]([CH3:28])[CH:25]=1. The catalyst class is: 6. (3) Reactant: [CH:1](=O)[C:2]1[CH:7]=[CH:6][CH:5]=[CH:4][CH:3]=1.[NH2:9][C:10]1[CH:11]=[C:12]([N:21]2[CH2:26][CH2:25][N:24]([C:27]([C:29]3[CH:34]=[CH:33][CH:32]=[CH:31][CH:30]=3)=[O:28])[CH2:23][CH2:22]2)[CH:13]=[CH:14][C:15]=1[O:16][C:17]([F:20])([F:19])[F:18].C(O[BH-](OC(=O)C)OC(=O)C)(=O)C.[Na+].CC(O)=O. Product: [CH2:1]([NH:9][C:10]1[CH:11]=[C:12]([N:21]2[CH2:22][CH2:23][N:24]([C:27]([C:29]3[CH:34]=[CH:33][CH:32]=[CH:31][CH:30]=3)=[O:28])[CH2:25][CH2:26]2)[CH:13]=[CH:14][C:15]=1[O:16][C:17]([F:18])([F:19])[F:20])[C:2]1[CH:7]=[CH:6][CH:5]=[CH:4][CH:3]=1. The catalyst class is: 2. (4) The catalyst class is: 4. Product: [CH3:32][C:31]1[CH:3]=[C:4]2[C:5](=[CH:10][CH:30]=1)[CH:6]=[N:7][C:8]([C:16]([O:15][CH3:14])=[O:28])=[CH:9]2. Reactant: CO[CH:3](OC)[C:4]1[CH:9]=[CH:8][N:7]=[CH:6][C:5]=1[CH:10]=O.[CH3:14][O:15][C:16](=[O:28])C(NC(=O)C)P(OC)(OC)=O.N12CCCN=C1CC[CH2:32][CH2:31][CH2:30]2.[Na].